From a dataset of Forward reaction prediction with 1.9M reactions from USPTO patents (1976-2016). Predict the product of the given reaction. (1) Given the reactants [NH2:1][C:2]([C@@H:4]1[C@H:8]([C:9]2[S:10][CH:11]=[CH:12][N:13]=2)[NH:7][C@:6]([CH2:21][CH:22]([CH3:24])[CH3:23])([C:14]([O:16][C:17]([CH3:20])([CH3:19])[CH3:18])=[O:15])[CH2:5]1)=[O:3].CO[C:27]([N:31](C)C)(OC)[CH3:28].Cl.NO.[OH-].[Na+], predict the reaction product. The product is: [CH2:21]([C@@:6]1([C:14]([O:16][C:17]([CH3:18])([CH3:19])[CH3:20])=[O:15])[CH2:5][C@H:4]([C:2]2[O:3][N:31]=[C:27]([CH3:28])[N:1]=2)[C@H:8]([C:9]2[S:10][CH:11]=[CH:12][N:13]=2)[NH:7]1)[CH:22]([CH3:24])[CH3:23]. (2) Given the reactants [CH2:1]([C@H:8]([NH:24][C:25]([C:27]1[C:28]2[CH:29]=[CH:30][N:31]([CH:38]([CH2:42][CH2:43][CH3:44])[CH2:39][CH2:40][CH3:41])[C:32](=[O:37])[C:33]=2[CH:34]=[CH:35][CH:36]=1)=[O:26])[C@H:9]([OH:23])[CH2:10][NH:11][CH2:12][C:13]1[CH:18]=[CH:17][CH:16]=[C:15]([C:19]([F:22])([F:21])[F:20])[CH:14]=1)[C:2]1[CH:7]=[CH:6][CH:5]=[CH:4][CH:3]=1.[ClH:45], predict the reaction product. The product is: [ClH:45].[CH2:1]([C@H:8]([NH:24][C:25]([C:27]1[C:28]2[CH:29]=[CH:30][N:31]([CH:38]([CH2:42][CH2:43][CH3:44])[CH2:39][CH2:40][CH3:41])[C:32](=[O:37])[C:33]=2[CH:34]=[CH:35][CH:36]=1)=[O:26])[C@H:9]([OH:23])[CH2:10][NH:11][CH2:12][C:13]1[CH:18]=[CH:17][CH:16]=[C:15]([C:19]([F:21])([F:22])[F:20])[CH:14]=1)[C:2]1[CH:3]=[CH:4][CH:5]=[CH:6][CH:7]=1. (3) The product is: [CH2:18]1[C:19]2[NH:7][C:8]3[C:13](=[CH:12][CH:11]=[CH:10][CH:9]=3)[C:14]=2[CH2:15][CH2:16][N:17]1[S:20]([CH2:23][C:24]1([C:30]([OH:32])=[O:31])[CH2:25][CH2:26][O:27][CH2:28][CH2:29]1)(=[O:21])=[O:22]. Given the reactants ClC(Cl)(Cl)COC([N:7]1[C:19]2[CH2:18][N:17]([S:20]([CH2:23][C:24]3([C:30]([O:32]C)=[O:31])[CH2:29][CH2:28][O:27][CH2:26][CH2:25]3)(=[O:22])=[O:21])[CH2:16][CH2:15][C:14]=2[C:13]2[C:8]1=[CH:9][CH:10]=[CH:11][CH:12]=2)=O.O.[OH-].[Li+], predict the reaction product. (4) Given the reactants B(Br)(Br)Br.C[O:6][C:7]1[CH:12]=[CH:11][C:10]([C:13]([F:16])([F:15])[F:14])=[CH:9][C:8]=1[C:17]1[CH:21]=[C:20]([O:22][S:23]([C:26]([F:29])([F:28])[F:27])(=[O:25])=[O:24])[N:19]([C@H:30]([C:32]2[CH:42]=[CH:41][C:35]([C:36]([O:38][CH2:39][CH3:40])=[O:37])=[CH:34][CH:33]=2)[CH3:31])[N:18]=1, predict the reaction product. The product is: [OH:6][C:7]1[CH:12]=[CH:11][C:10]([C:13]([F:14])([F:15])[F:16])=[CH:9][C:8]=1[C:17]1[CH:21]=[C:20]([O:22][S:23]([C:26]([F:27])([F:29])[F:28])(=[O:25])=[O:24])[N:19]([C@H:30]([C:32]2[CH:33]=[CH:34][C:35]([C:36]([O:38][CH2:39][CH3:40])=[O:37])=[CH:41][CH:42]=2)[CH3:31])[N:18]=1. (5) Given the reactants [OH:1][C:2]1[CH:7]=[CH:6][C:5]([N:8]2[C:13](=[O:14])[CH:12]=[CH:11][C:10]3[C:15]([C:23]4[CH:28]=[CH:27][CH:26]=[CH:25][CH:24]=4)=[C:16]([C:18]([O:20][CH2:21][CH3:22])=[O:19])[S:17][C:9]2=3)=[CH:4][CH:3]=1.[C:29](=[O:32])([O-])[O-].[Cs+].[Cs+].Cl.ClCC[CH:39]1O[CH2:43][CH2:42][NH:41][CH2:40]1.[CH3:45]N(C=O)C, predict the reaction product. The product is: [O:32]1[CH2:29][CH2:45][N:41]([CH2:40][CH2:39][O:1][C:2]2[CH:3]=[CH:4][C:5]([N:8]3[C:13](=[O:14])[CH:12]=[CH:11][C:10]4[C:15]([C:23]5[CH:24]=[CH:25][CH:26]=[CH:27][CH:28]=5)=[C:16]([C:18]([O:20][CH2:21][CH3:22])=[O:19])[S:17][C:9]3=4)=[CH:6][CH:7]=2)[CH2:42][CH2:43]1. (6) Given the reactants [NH2:1][S:2]([C:5]1[CH:6]=[CH:7][C:8]([Cl:14])=[C:9]([CH:13]=1)[C:10]([OH:12])=O)(=[O:4])=[O:3].C1CCC(N=C=NC2CCCCC2)CC1.C1C=CC2N(O)N=NC=2C=1.[CH:40]1([C:46]2[S:50][C:49]([NH2:51])=[N:48][N:47]=2)[CH2:45][CH2:44][CH2:43][CH2:42][CH2:41]1, predict the reaction product. The product is: [NH2:1][S:2]([C:5]1[CH:6]=[CH:7][C:8]([Cl:14])=[C:9]([CH:13]=1)[C:10]([NH:51][C:49]1[S:50][C:46]([CH:40]2[CH2:45][CH2:44][CH2:43][CH2:42][CH2:41]2)=[N:47][N:48]=1)=[O:12])(=[O:3])=[O:4].